Dataset: Full USPTO retrosynthesis dataset with 1.9M reactions from patents (1976-2016). Task: Predict the reactants needed to synthesize the given product. (1) The reactants are: C1OC1.C(N=C=O)CCCCC[N:10]=C=O.[Sn].[C:17]([O:21][CH2:22][CH2:23]O)(=[O:20])[CH:18]=[CH2:19]. Given the product [C:17]([OH:21])(=[O:20])[CH:18]=[CH2:19].[NH2:10][C:17]([O:21][CH2:22][CH3:23])=[O:20], predict the reactants needed to synthesize it. (2) Given the product [OH:1][C:2]1[CH:3]=[C:4]([CH:8]=[CH:9][CH:10]=1)[C:5]([NH:11][C@H:12]1[CH2:13][O:14][C@@H:15]2[C@@H:19]([NH:20][C:21](=[O:35])[C:22]3[CH:27]=[CH:26][CH:25]=[C:24]([O:28][C:29]4[CH:30]=[CH:31][CH:32]=[CH:33][CH:34]=4)[CH:23]=3)[CH2:18][O:17][C@H:16]12)=[O:6], predict the reactants needed to synthesize it. The reactants are: [OH:1][C:2]1[CH:3]=[C:4]([CH:8]=[CH:9][CH:10]=1)[C:5](O)=[O:6].[NH2:11][C@@H:12]1[C@H:16]2[O:17][CH2:18][C@H:19]([NH:20][C:21](=[O:35])[C:22]3[CH:27]=[CH:26][CH:25]=[C:24]([O:28][C:29]4[CH:34]=[CH:33][CH:32]=[CH:31][CH:30]=4)[CH:23]=3)[C@H:15]2[O:14][CH2:13]1. (3) Given the product [Cl:18][C:19]1[CH:24]=[CH:23][C:22]([C:25]#[N:26])=[CH:21][C:20]=1[C:2]1[CH:3]=[CH:4][C:5]([CH2:8][NH:9][CH2:10][CH2:11][CH:12]2[CH2:17][CH2:16][CH2:15][CH2:14][CH2:13]2)=[CH:6][N:7]=1, predict the reactants needed to synthesize it. The reactants are: Br[C:2]1[N:7]=[CH:6][C:5]([CH2:8][NH:9][CH2:10][CH2:11][CH:12]2[CH2:17][CH2:16][CH2:15][CH2:14][CH2:13]2)=[CH:4][CH:3]=1.[Cl:18][C:19]1[CH:24]=[CH:23][C:22]([C:25]#[N:26])=[CH:21][C:20]=1B(O)O. (4) Given the product [C:25]([C:29]1[CH:30]=[C:31]([C:2]2[N:3]=[C:4]([C:14]([O:16][CH2:17][CH3:18])=[O:15])[S:5][C:6]=2[CH2:7][CH:8]2[CH2:13][CH2:12][CH2:11][CH2:10][CH2:9]2)[CH:32]=[C:33]([C:35]2([CH3:38])[CH2:37][CH2:36]2)[CH:34]=1)([CH3:28])([CH3:26])[CH3:27], predict the reactants needed to synthesize it. The reactants are: Br[C:2]1[N:3]=[C:4]([C:14]([O:16][CH2:17][CH3:18])=[O:15])[S:5][C:6]=1[CH2:7][CH:8]1[CH2:13][CH2:12][CH2:11][CH2:10][CH2:9]1.C([O-])([O-])=O.[K+].[K+].[C:25]([C:29]1[CH:30]=[C:31](B2OC(C)(C)C(C)(C)O2)[CH:32]=[C:33]([C:35]2([CH3:38])[CH2:37][CH2:36]2)[CH:34]=1)([CH3:28])([CH3:27])[CH3:26]. (5) Given the product [Cl-:1].[CH2:3]([C:8]1[C:17]2[C:12](=[CH:13][C:14]([O:20][CH3:21])=[C:15]([O:18][CH3:19])[CH:16]=2)[CH2:11][CH2:10][N+:9]=1[CH2:22][C:23]1[CH:28]=[CH:27][C:26]([O:29][CH3:30])=[CH:25][CH:24]=1)[CH2:4][CH2:5][CH2:6][CH2:7][CH3:32], predict the reactants needed to synthesize it. The reactants are: [Cl-:1].[Cl-].[CH2:3]([C:8]1[C:17]2[C:12](=[CH:13][C:14]([O:20][CH3:21])=[C:15]([O:18][CH3:19])[CH:16]=2)[CH2:11][CH2:10][N+:9]=1[CH2:22][C:23]1[CH:28]=[CH:27][C:26]([O:29][CH3:30])=[CH:25][CH:24]=1)[CH2:4][CH2:5][CH2:6][CH3:7].[Cl-].[CH2:32](C1C2C(=CC(OC)=C(OC)C=2)CC[N+]=1CC1C=CC(C)=CC=1)CCCCC. (6) Given the product [F:16][C:15]([F:18])([F:17])[O:14][C:11]1[CH:12]=[CH:13][C:8]([C:6]2[N:5]=[CH:4][N:3]=[C:2]([C:19]#[N:20])[CH:7]=2)=[CH:9][CH:10]=1, predict the reactants needed to synthesize it. The reactants are: Cl[C:2]1[CH:7]=[C:6]([C:8]2[CH:13]=[CH:12][C:11]([O:14][C:15]([F:18])([F:17])[F:16])=[CH:10][CH:9]=2)[N:5]=[CH:4][N:3]=1.[CH3:19][N:20](C=O)C. (7) Given the product [C:1]([C:5]1[C:6]([NH:14][C:15](=[O:24])/[CH:16]=[CH:17]/[C:18]2[CH:23]=[CH:22][CH:21]=[CH:20][CH:19]=2)=[N:7][N:8]2[CH:13]=[CH:12][CH:11]=[N:10][C:9]=12)([CH3:4])([CH3:2])[CH3:3], predict the reactants needed to synthesize it. The reactants are: [C:1]([C:5]1[C:6]([NH2:14])=[N:7][N:8]2[CH:13]=[CH:12][CH:11]=[N:10][C:9]=12)([CH3:4])([CH3:3])[CH3:2].[C:15](Cl)(=[O:24])[CH:16]=[CH:17][C:18]1[CH:23]=[CH:22][CH:21]=[CH:20][CH:19]=1.